This data is from CYP2C19 inhibition data for predicting drug metabolism from PubChem BioAssay. The task is: Regression/Classification. Given a drug SMILES string, predict its absorption, distribution, metabolism, or excretion properties. Task type varies by dataset: regression for continuous measurements (e.g., permeability, clearance, half-life) or binary classification for categorical outcomes (e.g., BBB penetration, CYP inhibition). Dataset: cyp2c19_veith. (1) The result is 1 (inhibitor). The compound is CN1/C(=C/C=C(/C#N)C(N)=O)C(C)(C)c2ccccc21. (2) The molecule is COc1ccccc1C(=O)N/C(=C/c1ccc(Br)cc1)C(=O)NCC(=O)O. The result is 1 (inhibitor). (3) The molecule is CCN(CC)CCOc1ccc(Cc2ccccc2)cc1. The result is 1 (inhibitor). (4) The compound is CC(=O)NCC(=O)N[C@H](CCC(=O)O)C(=O)O. The result is 0 (non-inhibitor). (5) The compound is CCCSC1=C(C#N)C(c2cccnc2)C(C(=O)OCC)=C(c2ccccc2)N1. The result is 1 (inhibitor). (6) The compound is CC(C)CCN1C(=O)c2ccc(-c3nc4ccccc4c(=O)o3)cc2C1=O. The result is 1 (inhibitor). (7) The molecule is Cc1cc(Cl)nc2ccc(Cc3ccc4nc(Cl)cc(C)c4c3)cc12. The result is 1 (inhibitor). (8) The drug is Cc1cc2c(cc1C)-c1nnc(-c3ccc4ccccc4n3)n1C(C)(C)C2. The result is 0 (non-inhibitor). (9) The compound is COc1ccc(-n2c(=O)c(-c3ccccc3)nc3cnc(N4CCOCC4)nc32)cc1. The result is 0 (non-inhibitor). (10) The molecule is Cc1ccc(CSC2=CS(=O)(=O)c3ccccc3N2)cc1. The result is 1 (inhibitor).